Dataset: Forward reaction prediction with 1.9M reactions from USPTO patents (1976-2016). Task: Predict the product of the given reaction. Given the reactants C(N(CC)CC)C.[NH2:8][CH:9]([C:14]1[CH:19]=[CH:18][CH:17]=[CH:16][CH:15]=1)[CH2:10][C:11]([OH:13])=[O:12].[C:20](O[C:20]([O:22][C:23]([CH3:26])([CH3:25])[CH3:24])=[O:21])([O:22][C:23]([CH3:26])([CH3:25])[CH3:24])=[O:21], predict the reaction product. The product is: [C:23]([O:22][C:20]([NH:8][CH:9]([C:14]1[CH:19]=[CH:18][CH:17]=[CH:16][CH:15]=1)[CH2:10][C:11]([OH:13])=[O:12])=[O:21])([CH3:26])([CH3:25])[CH3:24].